From a dataset of Full USPTO retrosynthesis dataset with 1.9M reactions from patents (1976-2016). Predict the reactants needed to synthesize the given product. Given the product [Cl:1][C:2]1[CH:3]=[C:4]([CH:8]([S:12][C:13]2[CH:18]=[CH:17][C:16]([CH3:19])=[C:15]([CH3:20])[CH:14]=2)[C:9]2[O:11][N:45]=[C:35]([C:36]3[CH:41]=[C:40]([CH3:42])[C:39]([OH:43])=[C:38]([CH3:44])[CH:37]=3)[N:34]=2)[CH:5]=[CH:6][CH:7]=1, predict the reactants needed to synthesize it. The reactants are: [Cl:1][C:2]1[CH:3]=[C:4]([CH:8]([S:12][C:13]2[CH:18]=[CH:17][C:16]([CH3:19])=[C:15]([CH3:20])[CH:14]=2)[C:9]([OH:11])=O)[CH:5]=[CH:6][CH:7]=1.C(N1C=CN=C1)(N1C=CN=C1)=O.O[N:34]=[C:35]([NH2:45])[C:36]1[CH:41]=[C:40]([CH3:42])[C:39]([OH:43])=[C:38]([CH3:44])[CH:37]=1.